This data is from Full USPTO retrosynthesis dataset with 1.9M reactions from patents (1976-2016). The task is: Predict the reactants needed to synthesize the given product. (1) Given the product [CH3:38][O:39][C:40](=[O:50])[CH2:41][C:42]1[CH:47]=[CH:46][C:45]([C:59]2[CH:60]=[CH:61][C:56]([C:53]([C:72]3[CH:85]=[CH:84][C:75]([O:76][CH2:77][C:78](=[O:83])[C:79]([CH3:81])([CH3:80])[CH3:82])=[C:74]([CH3:86])[CH:73]=3)([CH2:54][CH3:55])[CH2:51][CH3:52])=[CH:57][C:58]=2[CH3:71])=[CH:44][C:43]=1[F:49], predict the reactants needed to synthesize it. The reactants are: C1(P(C2CCCCC2)C2C=CC=CC=2C2C(OC)=CC=CC=2OC)CCCCC1.P([O-])([O-])([O-])=O.[K+].[K+].[K+].[CH3:38][O:39][C:40](=[O:50])[CH2:41][C:42]1[CH:47]=[CH:46][C:45](Cl)=[CH:44][C:43]=1[F:49].[CH2:51]([C:53]([C:72]1[CH:85]=[CH:84][C:75]([O:76][CH2:77][CH:78]([OH:83])[C:79]([CH3:82])([CH3:81])[CH3:80])=[C:74]([CH3:86])[CH:73]=1)([C:56]1[CH:61]=[CH:60][C:59](B2OC(C)(C)C(C)(C)O2)=[C:58]([CH3:71])[CH:57]=1)[CH2:54][CH3:55])[CH3:52]. (2) Given the product [F:11][C:12]([F:20])([F:19])[C:13]([C:5]1[CH:6]=[CH:7][C:2]([NH2:1])=[CH:3][CH:4]=1)([OH:14])[C:15]([F:18])([F:17])[F:16], predict the reactants needed to synthesize it. The reactants are: [NH2:1][C:2]1[CH:7]=[CH:6][CH:5]=[CH:4][CH:3]=1.O.O.O.[F:11][C:12]([F:20])([F:19])[C:13]([C:15]([F:18])([F:17])[F:16])=[O:14]. (3) Given the product [CH2:12]([OH:13])[C@H:10]([C@H:8]([C@@H:6]([C@@H:4]([CH2:3][OH:14])[OH:5])[OH:7])[OH:9])[OH:11].[OH:14][CH2:3][C:4]([C@H:6]([C@@H:8]([C@@H:10]([CH2:12][OH:13])[OH:11])[OH:9])[OH:7])=[O:5], predict the reactants needed to synthesize it. The reactants are: [OH-].[Na+].[CH2:3]([OH:14])[C@H:4]([C@H:6]([C@@H:8]([C@@H:10]([CH2:12][OH:13])[OH:11])[OH:9])[OH:7])[OH:5]. (4) Given the product [Cl:1][C:2]1[C:7]2[O:8][C:9]3[CH2:14][CH2:13][N:12]([C:15]([O:17][C:18]([CH3:21])([CH3:20])[CH3:19])=[O:16])[CH2:11][C:10]=3[C:6]=2[CH:5]=[C:4]([S:22]([C:23]2[CH:24]=[CH:25][CH:26]=[CH:27][CH:28]=2)=[O:34])[CH:3]=1, predict the reactants needed to synthesize it. The reactants are: [Cl:1][C:2]1[C:7]2[O:8][C:9]3[CH2:14][CH2:13][N:12]([C:15]([O:17][C:18]([CH3:21])([CH3:20])[CH3:19])=[O:16])[CH2:11][C:10]=3[C:6]=2[CH:5]=[C:4]([S:22][C:23]2[CH:28]=[CH:27][CH:26]=[CH:25][CH:24]=2)[CH:3]=1.ClC1C=C(C=CC=1)C(OO)=[O:34]. (5) Given the product [N:1]1([CH2:6][CH:7]([C:9]2[CH:14]=[CH:13][CH:12]=[CH:11][CH:10]=2)[O:8][C:23]2[CH:24]=[C:25]3[C:30](=[CH:31][CH:32]=2)[C:29](=[O:33])[CH2:28][CH2:27][CH2:26]3)[CH:5]=[CH:4][N:3]=[CH:2]1, predict the reactants needed to synthesize it. The reactants are: [N:1]1([CH2:6][CH:7]([C:9]2[CH:14]=[CH:13][CH:12]=[CH:11][CH:10]=2)[OH:8])[CH:5]=[CH:4][N:3]=[CH:2]1.N1(CCO[C:23]2[CH:24]=[C:25]3[C:30](=[CH:31][CH:32]=2)[C:29](=[O:33])[CH2:28][CH2:27][CH2:26]3)C=CN=C1. (6) Given the product [Si:3]([O:10][C@@H:11]1[C@H:15]([CH2:16][O:17][Si:18]([C:21]([CH3:24])([CH3:23])[CH3:22])([CH3:19])[CH3:20])[CH2:14][C@@H:13]([O:25][C:27]2[N:35]=[CH:34][N:33]=[C:32]3[C:28]=2[N:29]=[CH:30][N:31]3[CH:36]2[CH2:41][CH2:40][CH2:39][CH2:38][O:37]2)[CH2:12]1)([C:6]([CH3:9])([CH3:8])[CH3:7])([CH3:5])[CH3:4], predict the reactants needed to synthesize it. The reactants are: [H-].[Na+].[Si:3]([O:10][C@@H:11]1[C@H:15]([CH2:16][O:17][Si:18]([C:21]([CH3:24])([CH3:23])[CH3:22])([CH3:20])[CH3:19])[CH2:14][C@@H:13]([OH:25])[CH2:12]1)([C:6]([CH3:9])([CH3:8])[CH3:7])([CH3:5])[CH3:4].Cl[C:27]1[N:35]=[CH:34][N:33]=[C:32]2[C:28]=1[N:29]=[CH:30][N:31]2[CH:36]1[CH2:41][CH2:40][CH2:39][CH2:38][O:37]1. (7) The reactants are: P(Cl)(Cl)([Cl:3])=O.[NH2:6][C:7]1[C:12]([O:13]CC2C=CC=CC=2)=[CH:11][CH:10]=[CH:9][N:8]=1.[C:21]([CH:24]1[CH2:29][CH2:28]O[C:25]1=[O:26])(=O)[CH3:22].O. Given the product [Cl:3][CH2:28][CH2:29][C:24]1[C:25](=[O:26])[N:8]2[CH:9]=[CH:10][CH:11]=[C:12]([OH:13])[C:7]2=[N:6][C:21]=1[CH3:22], predict the reactants needed to synthesize it. (8) Given the product [N:1]1[CH:6]=[CH:5][CH:4]=[CH:3][C:2]=1[C:7]1[CH:8]=[CH:9][C:10]([S:13]([N:16]2[CH2:19][CH:18]([CH2:20][OH:21])[CH2:17]2)(=[O:14])=[O:15])=[CH:11][CH:12]=1, predict the reactants needed to synthesize it. The reactants are: [N:1]1[CH:6]=[CH:5][CH:4]=[CH:3][C:2]=1[C:7]1[CH:12]=[CH:11][C:10]([S:13]([N:16]2[CH2:19][CH:18]([C:20](OC)=[O:21])[CH2:17]2)(=[O:15])=[O:14])=[CH:9][CH:8]=1.[BH4-].[Na+].O.[OH-].[Na+]. (9) Given the product [O:18]=[S:14]1(=[O:17])[CH2:13][CH2:12][N:11]([C:3]2[CH:4]=[CH:5][C:6]([NH2:8])=[CH:7][C:2]=2[F:1])[CH2:16][CH2:15]1, predict the reactants needed to synthesize it. The reactants are: [F:1][C:2]1[CH:7]=[C:6]([N+:8]([O-])=O)[CH:5]=[CH:4][C:3]=1[N:11]1[CH2:16][CH2:15][S:14](=[O:18])(=[O:17])[CH2:13][CH2:12]1.